The task is: Predict the product of the given reaction.. This data is from Forward reaction prediction with 1.9M reactions from USPTO patents (1976-2016). (1) Given the reactants [C:1]1([C:11]2[CH:16]=[CH:15][CH:14]=[CH:13][CH:12]=2)[CH:6]=[CH:5][C:4]([CH2:7][N:8]([CH3:10])[CH3:9])=[CH:3][CH:2]=1.[Li]CCCC.CN([CH:25]=[O:26])C, predict the reaction product. The product is: [CH3:9][N:8]([CH2:7][C:4]1[CH:3]=[CH:2][C:1]([C:11]2[CH:12]=[CH:13][CH:14]=[CH:15][CH:16]=2)=[CH:6][C:5]=1[CH:25]=[O:26])[CH3:10]. (2) Given the reactants CON(C)[C:4]([C:6]1[C:15](=[O:16])[C:14]2[C:9](=[CH:10][CH:11]=[CH:12][CH:13]=2)[N:8]([CH2:17][C:18]2[CH:23]=[CH:22][CH:21]=[C:20]([Br:24])[N:19]=2)[CH:7]=1)=[O:5].[Cl:26][C:27]1[CH:28]=[C:29]([Mg]Br)[CH:30]=[CH:31][C:32]=1[Cl:33], predict the reaction product. The product is: [Br:24][C:20]1[N:19]=[C:18]([CH2:17][N:8]2[C:9]3[C:14](=[CH:13][CH:12]=[CH:11][CH:10]=3)[C:15](=[O:16])[C:6]([C:4](=[O:5])[C:29]3[CH:30]=[CH:31][C:32]([Cl:33])=[C:27]([Cl:26])[CH:28]=3)=[CH:7]2)[CH:23]=[CH:22][CH:21]=1. (3) Given the reactants [CH2:1]([N:3]1[CH2:8][CH2:7][C:6](=[O:9])[CH2:5][CH2:4]1)[CH3:2].[Si](OS(C(F)(F)F)(=O)=O)(C)(C)C.[CH:22](Br)([C:29]1[CH:34]=[CH:33][CH:32]=[CH:31][CH:30]=1)[C:23]1[CH:28]=[CH:27][CH:26]=[CH:25][CH:24]=1.C([O-])(=O)C.[Na+], predict the reaction product. The product is: [CH:22]([CH:5]1[C:6](=[O:9])[CH2:7][CH2:8][N:3]([CH2:1][CH3:2])[CH2:4]1)([C:23]1[CH:28]=[CH:27][CH:26]=[CH:25][CH:24]=1)[C:29]1[CH:34]=[CH:33][CH:32]=[CH:31][CH:30]=1.